From a dataset of Peptide-MHC class I binding affinity with 185,985 pairs from IEDB/IMGT. Regression. Given a peptide amino acid sequence and an MHC pseudo amino acid sequence, predict their binding affinity value. This is MHC class I binding data. (1) The peptide sequence is KTVKNVDII. The MHC is HLA-A68:02 with pseudo-sequence HLA-A68:02. The binding affinity (normalized) is 0.347. (2) The peptide sequence is PLGVIHNST. The MHC is HLA-A02:01 with pseudo-sequence HLA-A02:01. The binding affinity (normalized) is 0. (3) The peptide sequence is IRKPKHLYV. The MHC is HLA-B51:01 with pseudo-sequence HLA-B51:01. The binding affinity (normalized) is 0.0847. (4) The peptide sequence is DPNPQEVVL. The binding affinity (normalized) is 0.101. The MHC is HLA-B57:01 with pseudo-sequence HLA-B57:01. (5) The peptide sequence is RAYWIHLMM. The MHC is HLA-E01:01 with pseudo-sequence HLA-E01:03. The binding affinity (normalized) is 0.0847. (6) The peptide sequence is QVKRREGMF. The MHC is HLA-B58:01 with pseudo-sequence HLA-B58:01. The binding affinity (normalized) is 0.0847. (7) The peptide sequence is GLCTLVAML. The MHC is HLA-B40:01 with pseudo-sequence HLA-B40:01. The binding affinity (normalized) is 0.